This data is from Full USPTO retrosynthesis dataset with 1.9M reactions from patents (1976-2016). The task is: Predict the reactants needed to synthesize the given product. Given the product [CH3:17][N:18]([C:19]1[CH:24]=[CH:23][CH:22]=[CH:21][CH:20]=1)[CH2:2][C:3]([NH:5][C:6]1[S:7][CH:8]=[C:9]([C:11]2[CH:16]=[CH:15][N:14]=[CH:13][CH:12]=2)[N:10]=1)=[O:4], predict the reactants needed to synthesize it. The reactants are: Cl[CH2:2][C:3]([NH:5][C:6]1[S:7][CH:8]=[C:9]([C:11]2[CH:16]=[CH:15][N:14]=[CH:13][CH:12]=2)[N:10]=1)=[O:4].[CH3:17][NH:18][C:19]1[CH:24]=[CH:23][CH:22]=[CH:21][CH:20]=1.